Dataset: NCI-60 drug combinations with 297,098 pairs across 59 cell lines. Task: Regression. Given two drug SMILES strings and cell line genomic features, predict the synergy score measuring deviation from expected non-interaction effect. (1) Drug 1: CNC(=O)C1=CC=CC=C1SC2=CC3=C(C=C2)C(=NN3)C=CC4=CC=CC=N4. Drug 2: CNC(=O)C1=NC=CC(=C1)OC2=CC=C(C=C2)NC(=O)NC3=CC(=C(C=C3)Cl)C(F)(F)F. Cell line: K-562. Synergy scores: CSS=63.8, Synergy_ZIP=0.765, Synergy_Bliss=2.68, Synergy_Loewe=-1.88, Synergy_HSA=4.16. (2) Drug 1: C1=CC(=CC=C1CCC2=CNC3=C2C(=O)NC(=N3)N)C(=O)NC(CCC(=O)O)C(=O)O. Drug 2: CC(CN1CC(=O)NC(=O)C1)N2CC(=O)NC(=O)C2. Cell line: HL-60(TB). Synergy scores: CSS=91.8, Synergy_ZIP=13.4, Synergy_Bliss=12.3, Synergy_Loewe=14.5, Synergy_HSA=15.7. (3) Drug 1: CCN(CC)CCNC(=O)C1=C(NC(=C1C)C=C2C3=C(C=CC(=C3)F)NC2=O)C. Drug 2: CN(C(=O)NC(C=O)C(C(C(CO)O)O)O)N=O. Cell line: K-562. Synergy scores: CSS=5.14, Synergy_ZIP=-5.92, Synergy_Bliss=-4.56, Synergy_Loewe=-3.07, Synergy_HSA=-4.07. (4) Drug 1: CN(CC1=CN=C2C(=N1)C(=NC(=N2)N)N)C3=CC=C(C=C3)C(=O)NC(CCC(=O)O)C(=O)O. Drug 2: CC1CCC2CC(C(=CC=CC=CC(CC(C(=O)C(C(C(=CC(C(=O)CC(OC(=O)C3CCCCN3C(=O)C(=O)C1(O2)O)C(C)CC4CCC(C(C4)OC)O)C)C)O)OC)C)C)C)OC. Cell line: COLO 205. Synergy scores: CSS=15.6, Synergy_ZIP=-1.49, Synergy_Bliss=2.44, Synergy_Loewe=-0.574, Synergy_HSA=-0.682. (5) Drug 1: CN1CCC(CC1)COC2=C(C=C3C(=C2)N=CN=C3NC4=C(C=C(C=C4)Br)F)OC. Drug 2: C1=CC=C(C(=C1)C(C2=CC=C(C=C2)Cl)C(Cl)Cl)Cl. Cell line: BT-549. Synergy scores: CSS=4.02, Synergy_ZIP=1.28, Synergy_Bliss=7.51, Synergy_Loewe=5.15, Synergy_HSA=5.27.